The task is: Predict the reactants needed to synthesize the given product.. This data is from Full USPTO retrosynthesis dataset with 1.9M reactions from patents (1976-2016). Given the product [C:12]([C:10]1[CH:9]=[CH:8][N:7]=[C:6]([C:4]2[N:3]=[CH:2][N:1]([CH2:26][CH:22]3[CH2:23][CH2:24][CH2:25][N:21]3[C:19]([O:18][C:14]([CH3:15])([CH3:17])[CH3:16])=[O:20])[CH:5]=2)[CH:11]=1)#[N:13], predict the reactants needed to synthesize it. The reactants are: [NH:1]1[CH:5]=[C:4]([C:6]2[CH:11]=[C:10]([C:12]#[N:13])[CH:9]=[CH:8][N:7]=2)[N:3]=[CH:2]1.[C:14]([O:18][C:19]([N:21]1[CH2:25][CH2:24][CH2:23][CH:22]1[CH2:26]Br)=[O:20])([CH3:17])([CH3:16])[CH3:15].